The task is: Predict which catalyst facilitates the given reaction.. This data is from Catalyst prediction with 721,799 reactions and 888 catalyst types from USPTO. (1) Reactant: [Cl:1][C:2]1[CH:3]=[C:4]([CH:6]=[CH:7][C:8]=1[F:9])[NH2:5].C1C(=O)N([I:17])C(=O)C1. Product: [Cl:1][C:2]1[C:8]([F:9])=[CH:7][C:6]([I:17])=[C:4]([CH:3]=1)[NH2:5]. The catalyst class is: 52. (2) Product: [C:38]([O:42][C:43](=[O:46])[CH2:44][O:30][CH2:29][CH2:28][O:27][CH2:26][CH2:25][O:24][CH2:23][CH2:22][O:21][CH2:20][CH2:19][O:18][CH2:17][CH2:16][O:15][CH2:14][CH2:13][O:12][CH2:1][CH2:2][CH2:3][CH2:4][CH2:5][CH2:6][CH2:7][CH2:8][CH2:9][CH:10]=[CH2:11])([CH3:41])([CH3:40])[CH3:39]. Reactant: [CH2:1]([O:12][CH2:13][CH2:14][O:15][CH2:16][CH2:17][O:18][CH2:19][CH2:20][O:21][CH2:22][CH2:23][O:24][CH2:25][CH2:26][O:27][CH2:28][CH2:29][OH:30])[CH2:2][CH2:3][CH2:4][CH2:5][CH2:6][CH2:7][CH2:8][CH2:9][CH:10]=[CH2:11].CN(C)C=O.[H-].[Na+].[C:38]([O:42][C:43](=[O:46])[CH2:44]Br)([CH3:41])([CH3:40])[CH3:39]. The catalyst class is: 13. (3) Reactant: [F:1][C:2]1[CH:3]=[C:4]([CH:6]=[CH:7][CH:8]=1)[NH2:5].[F:9][C:10]1[CH:17]=[C:16]([O:18][CH3:19])[CH:15]=[C:14]([F:20])[C:11]=1[CH:12]=O.[C-:21]#[N:22].[K+].[Cl-:24].[In+3].[Cl-].[Cl-].O1CCC[CH2:29]1. Product: [Cl:24][C:21]1[N:22]=[CH:29][N:5]([C:4]2[CH:6]=[CH:7][CH:8]=[C:2]([F:1])[CH:3]=2)[C:12]=1[C:11]1[C:10]([F:9])=[CH:17][C:16]([O:18][CH3:19])=[CH:15][C:14]=1[F:20]. The catalyst class is: 6. (4) Reactant: [NH2:1][C:2](=[O:37])[C@@H:3]([NH:20][C:21]([C:23]1([NH:29][C:30](=[O:36])[O:31][C:32]([CH3:35])([CH3:34])[CH3:33])[CH2:28][CH2:27][O:26][CH2:25][CH2:24]1)=[O:22])[CH2:4][C:5]1[CH:10]=[CH:9][C:8](B2OC(C)(C)C(C)(C)O2)=[CH:7][CH:6]=1.Br[C:39]1[CH:40]=[CH:41][C:42]2[O:46][C:45](=[O:47])[N:44]([CH2:48][CH2:49][O:50][CH3:51])[C:43]=2[CH:52]=1.C(=O)([O-])[O-].[Na+].[Na+]. Product: [NH2:1][C:2](=[O:37])[C@@H:3]([NH:20][C:21]([C:23]1([NH:29][C:30](=[O:36])[O:31][C:32]([CH3:33])([CH3:35])[CH3:34])[CH2:24][CH2:25][O:26][CH2:27][CH2:28]1)=[O:22])[CH2:4][C:5]1[CH:10]=[CH:9][C:8]([C:39]2[CH:40]=[CH:41][C:42]3[O:46][C:45](=[O:47])[N:44]([CH2:48][CH2:49][O:50][CH3:51])[C:43]=3[CH:52]=2)=[CH:7][CH:6]=1. The catalyst class is: 10. (5) Reactant: [F:1][C:2]1[CH:9]=[C:8]([F:10])[C:7]([C:11]2[CH:12]=[N:13][CH:14]=[N:15][CH:16]=2)=[CH:6][C:3]=1[CH:4]=O.[NH2:17][C:18]([NH2:20])=[S:19].[CH3:21][O:22][C:23]1[CH:24]=[C:25]([CH:28]=[CH:29][C:30]=1[O:31][CH3:32])[CH:26]=[CH2:27].Cl[Si](C)(C)C. Product: [F:1][C:2]1[CH:9]=[C:8]([F:10])[C:7]([C:11]2[CH:12]=[N:13][CH:14]=[N:15][CH:16]=2)=[CH:6][C:3]=1[CH:4]1[CH2:27][CH:26]([C:25]2[CH:28]=[CH:29][C:30]([O:31][CH3:32])=[C:23]([O:22][CH3:21])[CH:24]=2)[S:19][C:18]([NH2:20])=[N:17]1. The catalyst class is: 479. (6) Reactant: [Si:1]([O:8][CH2:9][C:10]1[O:14][N:13]=[C:12]([CH2:15]O)[CH:11]=1)([C:4]([CH3:7])([CH3:6])[CH3:5])([CH3:3])[CH3:2].C1(C)C=CC(S([Cl:26])(=O)=O)=CC=1.O. Product: [Si:1]([O:8][CH2:9][C:10]1[O:14][N:13]=[C:12]([CH2:15][Cl:26])[CH:11]=1)([C:4]([CH3:7])([CH3:6])[CH3:5])([CH3:3])[CH3:2]. The catalyst class is: 17. (7) Reactant: [CH:1]([N:3]1[CH2:8][CH2:7][CH2:6][CH2:5][CH:4]1C(O)=O)=O.S(Cl)(C1C=CC(C)=CC=1)(=O)=O.Cl[C:24](=[CH2:29])[C:25]([O:27][CH3:28])=[O:26].C(N(CC)CC)C. Product: [C:24]1([C:25]([O:27][CH3:28])=[O:26])[CH:29]=[CH:1][N:3]2[C:4]=1[CH2:5][CH2:6][CH2:7][CH2:8]2. The catalyst class is: 4. (8) Reactant: [Br:1][C:2]1[CH:9]=[CH:8][CH:7]=[CH:6][C:3]=1[CH2:4][OH:5].N1C=CN=C1.[C:15]([Si:19]([CH3:22])([CH3:21])Cl)([CH3:18])([CH3:17])[CH3:16].C(=O)([O-])O.[Na+]. Product: [Br:1][C:2]1[CH:9]=[CH:8][CH:7]=[CH:6][C:3]=1[CH2:4][O:5][Si:19]([C:15]([CH3:18])([CH3:17])[CH3:16])([CH3:22])[CH3:21]. The catalyst class is: 9.